Dataset: Forward reaction prediction with 1.9M reactions from USPTO patents (1976-2016). Task: Predict the product of the given reaction. (1) Given the reactants [C:1]([O:5][C:6]([NH:8][C:9]1[C:17]2[C:12](=[C:13]([F:24])[C:14]([O:21][CH2:22][CH3:23])=[C:15]([N+:18]([O-])=O)[CH:16]=2)[N:11]([C:25]([O:27][C:28]([CH3:31])([CH3:30])[CH3:29])=[O:26])[N:10]=1)=[O:7])([CH3:4])([CH3:3])[CH3:2].[H][H], predict the reaction product. The product is: [NH2:18][C:15]1[CH:16]=[C:17]2[C:12](=[C:13]([F:24])[C:14]=1[O:21][CH2:22][CH3:23])[N:11]([C:25]([O:27][C:28]([CH3:29])([CH3:30])[CH3:31])=[O:26])[N:10]=[C:9]2[NH:8][C:6]([O:5][C:1]([CH3:2])([CH3:4])[CH3:3])=[O:7]. (2) The product is: [F:1][C:2]1[CH:10]=[CH:9][CH:8]=[C:7]([N+:11]([O-:13])=[O:12])[C:3]=1[C:4]([O:6][CH3:18])=[O:5]. Given the reactants [F:1][C:2]1[CH:10]=[CH:9][CH:8]=[C:7]([N+:11]([O-:13])=[O:12])[C:3]=1[C:4]([OH:6])=[O:5].CO.[N+](=[CH:18][Si](C)(C)C)=[N-], predict the reaction product. (3) Given the reactants [O-][Mn](=O)(=O)=O.[K+].[OH2:7].[CH3:8][C:9]1([CH3:17])[C@H:15]2[CH2:16][C@@H:10]1[CH2:11][CH2:12][C:13]2=C, predict the reaction product. The product is: [CH3:8][C:9]1([CH3:17])[CH:15]2[CH2:16][CH:10]1[CH2:11][CH2:12][C:13]2=[O:7]. (4) Given the reactants [Br:1][C:2]1[C:3]([O:15][CH2:16][C:17]([F:20])([F:19])[F:18])=[N:4][C:5]([C:11]([F:14])([F:13])[F:12])=[C:6]([CH:10]=1)[C:7]([OH:9])=O.CN(C(ON1N=NC2C=CC=CC1=2)=[N+](C)C)C.[B-](F)(F)(F)F.C(N(CC)C(C)C)(C)C.[NH2:52][CH2:53][C:54]([CH3:59])([CH:56]1[CH2:58][CH2:57]1)[OH:55], predict the reaction product. The product is: [Br:1][C:2]1[C:3]([O:15][CH2:16][C:17]([F:20])([F:19])[F:18])=[N:4][C:5]([C:11]([F:14])([F:13])[F:12])=[C:6]([CH:10]=1)[C:7]([NH:52][CH2:53][C:54]([CH:56]1[CH2:58][CH2:57]1)([OH:55])[CH3:59])=[O:9]. (5) Given the reactants Br[C:2]1[O:3][CH:4]=[CH:5][CH:6]=1.C(=O)([O-])[O-].[Na+].[Na+].[C:13]1(OB(O)O)[CH:18]=[CH:17][CH:16]=[CH:15][CH:14]=1, predict the reaction product. The product is: [C:13]1([C:2]2[O:3][CH:4]=[CH:5][CH:6]=2)[CH:18]=[CH:17][CH:16]=[CH:15][CH:14]=1. (6) Given the reactants [Cl:1][C:2]1[CH:3]=[C:4]([C:9]2[N:10]=[C:11]([C:22]([OH:24])=[O:23])[S:12][C:13]=2[C:14]2[CH:19]=[C:18](F)[CH:17]=[C:16]([Cl:21])[CH:15]=2)[CH:5]=[CH:6][C:7]=1[F:8].BrC1SC(C(OCC)=O)=NC=1C1C=CC(F)=C(Cl)C=1, predict the reaction product. The product is: [Cl:1][C:2]1[CH:3]=[C:4]([C:9]2[N:10]=[C:11]([C:22]([OH:24])=[O:23])[S:12][C:13]=2[C:14]2[CH:19]=[CH:18][CH:17]=[C:16]([Cl:21])[CH:15]=2)[CH:5]=[CH:6][C:7]=1[F:8]. (7) Given the reactants [OH:1][C@@H:2]([C@H:4]1[C:25](=[O:26])[N:6]2[C@@H:7]([C:12]([O:14][CH2:15][C:16]3[CH:21]=[CH:20][C:19]([N+:22]([O-:24])=[O:23])=[CH:18][CH:17]=3)=[O:13])[C:8](=O)[C@H:9]([CH3:10])[C@H:5]12)[CH3:3].[CH3:27][S:28][C:29]1[N:36]2[C:32]([S:33][C:34]([Sn](CCCC)(CCCC)CCCC)=[CH:35]2)=[C:31]([S:50][CH3:51])[N:30]=1, predict the reaction product. The product is: [CH3:27][S:28][C:29]1[N:36]2[C:32]([S:33][C:34]([C:8]3[C@H:9]([CH3:10])[C@@H:5]4[C@@H:4]([C@H:2]([OH:1])[CH3:3])[C:25](=[O:26])[N:6]4[C:7]=3[C:12]([O:14][CH2:15][C:16]3[CH:21]=[CH:20][C:19]([N+:22]([O-:24])=[O:23])=[CH:18][CH:17]=3)=[O:13])=[CH:35]2)=[C:31]([S:50][CH3:51])[N:30]=1.